Dataset: Forward reaction prediction with 1.9M reactions from USPTO patents (1976-2016). Task: Predict the product of the given reaction. (1) Given the reactants [CH2:1]([N:3]1[C:7]2=[N:8][C:9]([CH2:59][CH3:60])=[C:10]([CH2:19][NH:20][C:21](=[O:58])[C:22]([CH3:57])([CH3:56])[CH2:23][C:24]([NH:26][CH2:27][C:28]3[CH:29]=[CH:30][C:31]([F:55])=[C:32]([C:34]4[CH:39]=[CH:38][CH:37]=[C:36]([CH2:40][N:41]5[CH2:46][CH2:45][N:44](C(OC(C)(C)C)=O)[C@@H:43]([CH3:54])[CH2:42]5)[CH:35]=4)[CH:33]=3)=[O:25])[C:11]([NH:12][CH:13]3[CH2:18][CH2:17][O:16][CH2:15][CH2:14]3)=[C:6]2[CH:5]=[N:4]1)[CH3:2].Cl, predict the reaction product. The product is: [CH2:1]([N:3]1[C:7]2=[N:8][C:9]([CH2:59][CH3:60])=[C:10]([CH2:19][NH:20][C:21](=[O:58])[C:22]([CH3:57])([CH3:56])[CH2:23][C:24]([NH:26][CH2:27][C:28]3[CH:33]=[C:32]([C:34]4[CH:39]=[CH:38][CH:37]=[C:36]([CH2:40][N:41]5[CH2:46][CH2:45][NH:44][C@@H:43]([CH3:54])[CH2:42]5)[CH:35]=4)[C:31]([F:55])=[CH:30][CH:29]=3)=[O:25])[C:11]([NH:12][CH:13]3[CH2:18][CH2:17][O:16][CH2:15][CH2:14]3)=[C:6]2[CH:5]=[N:4]1)[CH3:2]. (2) Given the reactants [N:1]1([C:7]([N:9]2[CH2:14][CH:13]([C:15]3[CH:20]=[CH:19][C:18]([O:21][C:22]([F:25])([F:24])[F:23])=[CH:17][CH:16]=3)[CH2:12][CH:11]([C:26]([OH:28])=O)[CH2:10]2)=[O:8])[CH2:6][CH2:5][S:4][CH2:3][CH2:2]1.O[NH:30][C:31](=[NH:37])[O:32][CH2:33][CH2:34][O:35][CH3:36], predict the reaction product. The product is: [CH3:36][O:35][CH2:34][CH2:33][O:32][C:31]1[N:37]=[C:26]([CH:11]2[CH2:12][CH:13]([C:15]3[CH:16]=[CH:17][C:18]([O:21][C:22]([F:23])([F:24])[F:25])=[CH:19][CH:20]=3)[CH2:14][N:9]([C:7]([N:1]3[CH2:6][CH2:5][S:4][CH2:3][CH2:2]3)=[O:8])[CH2:10]2)[O:28][N:30]=1. (3) Given the reactants [Cl:1][C:2]1[CH:32]=[C:31]([F:33])[CH:30]=[CH:29][C:3]=1[CH2:4][NH:5][C:6]1[S:7][C:8](=[CH:12][C:13]2[N:14]=[C:15]3[C:20](=[CH:21][CH:22]=2)[N:19]=[CH:18][C:17]([C:23]#[N:24])=[C:16]3OC(C)C)[C:9](=[O:11])[N:10]=1.C(O[Na])(C)=O.C(C1N=C2C(=CC=1)N=CC(C#N)=C2)=O, predict the reaction product. The product is: [Cl:1][C:2]1[CH:32]=[C:31]([F:33])[CH:30]=[CH:29][C:3]=1[CH2:4][NH:5][C:6]1[S:7][C:8](=[CH:12][C:13]2[N:14]=[C:15]3[C:20](=[CH:21][CH:22]=2)[N:19]=[CH:18][C:17]([C:23]#[N:24])=[CH:16]3)[C:9](=[O:11])[N:10]=1. (4) Given the reactants O=[C:2]([CH3:15])[CH2:3][S:4][C:5]1[CH:10]=[CH:9][C:8]([CH2:11][C:12]([OH:14])=[O:13])=[CH:7][CH:6]=1.Cl.[Cl:17][C:18]1[CH:19]=[C:20]([NH:24]N)[CH:21]=[CH:22][CH:23]=1, predict the reaction product. The product is: [Cl:17][C:18]1[CH:19]=[C:20]2[C:21]([C:3]([S:4][C:5]3[CH:10]=[CH:9][C:8]([CH2:11][C:12]([OH:14])=[O:13])=[CH:7][CH:6]=3)=[C:2]([CH3:15])[NH:24]2)=[CH:22][CH:23]=1.